Dataset: Forward reaction prediction with 1.9M reactions from USPTO patents (1976-2016). Task: Predict the product of the given reaction. (1) The product is: [C:1]([C:5]1[CH:10]=[C:9]([C:21]([C:15]2[CH:20]=[CH:19][CH:18]=[CH:17][CH:16]=2)=[CH2:22])[CH:8]=[C:7]([I:12])[C:6]=1[O:13][CH3:14])([CH3:4])([CH3:3])[CH3:2]. Given the reactants [C:1]([C:5]1[CH:10]=[C:9](I)[CH:8]=[C:7]([I:12])[C:6]=1[O:13][CH3:14])([CH3:4])([CH3:3])[CH3:2].[C:15]1([C:21](B(O)O)=[CH2:22])[CH:20]=[CH:19][CH:18]=[CH:17][CH:16]=1.C(=O)(O)[O-].[Na+].Cl, predict the reaction product. (2) Given the reactants [NH2:1][C:2]1[CH:3]=[C:4]([Cl:31])[CH:5]=[C:6]2[C:10]=1[NH:9][C:8]([C:11]([NH2:13])=[O:12])=[C:7]2[S:14]([N:17]1[CH2:22][CH2:21][O:20][C@H:19]([CH2:23][O:24][C:25]2[CH:30]=[CH:29][CH:28]=[CH:27][CH:26]=2)[CH2:18]1)(=[O:16])=[O:15].O=[C:33]1[CH2:38][CH2:37][N:36](C(OC(C)(C)C)=O)[CH2:35][CH2:34]1, predict the reaction product. The product is: [Cl:31][C:4]1[CH:5]=[C:6]2[C:10](=[C:2]([NH:1][CH:33]3[CH2:38][CH2:37][NH:36][CH2:35][CH2:34]3)[CH:3]=1)[NH:9][C:8]([C:11]([NH2:13])=[O:12])=[C:7]2[S:14]([N:17]1[CH2:22][CH2:21][O:20][C@H:19]([CH2:23][O:24][C:25]2[CH:26]=[CH:27][CH:28]=[CH:29][CH:30]=2)[CH2:18]1)(=[O:16])=[O:15]. (3) Given the reactants [CH2:1]([O:8][C:9]1[CH:10]=[C:11]([CH:23]=[CH:24][C:25]=1[N+:26]([O-])=O)[O:12][CH2:13][C:14]([O:16][CH2:17][CH2:18][Si:19]([CH3:22])([CH3:21])[CH3:20])=[O:15])[C:2]1[CH:7]=[CH:6][CH:5]=[CH:4][CH:3]=1, predict the reaction product. The product is: [NH2:26][C:25]1[CH:24]=[CH:23][C:11]([O:12][CH2:13][C:14]([O:16][CH2:17][CH2:18][Si:19]([CH3:22])([CH3:20])[CH3:21])=[O:15])=[CH:10][C:9]=1[O:8][CH2:1][C:2]1[CH:7]=[CH:6][CH:5]=[CH:4][CH:3]=1. (4) The product is: [C:26]([C:25]1[CH:28]=[CH:29][CH:30]=[CH:31][C:24]=1[CH2:22][N:3]1[CH2:8][CH2:7][CH:6]([NH:9][C:10]2[C:15]([C:16]([NH2:18])=[O:17])=[CH:14][N:13]=[C:12]3[NH:19][CH:20]=[CH:21][C:11]=23)[CH2:5][CH2:4]1)#[N:27]. Given the reactants Cl.Cl.[NH:3]1[CH2:8][CH2:7][CH:6]([NH:9][C:10]2[C:15]([C:16]([NH2:18])=[O:17])=[CH:14][N:13]=[C:12]3[NH:19][CH:20]=[CH:21][C:11]=23)[CH2:5][CH2:4]1.[CH:22]([C:24]1[CH:31]=[CH:30][CH:29]=[CH:28][C:25]=1[C:26]#[N:27])=O.C([O-])(O)=O.[Na+].C(Cl)(Cl)Cl, predict the reaction product. (5) Given the reactants [CH3:1][O:2][C:3]1[CH:16]=[CH:15][CH:14]=[CH:13][C:4]=1[CH:5]=[C:6]1[C:10](=O)[O:9][C:8]([CH3:12])=[N:7]1.[NH3:17].C(=O)([O-])[O-].[K+].[K+], predict the reaction product. The product is: [CH3:1][O:2][C:3]1[CH:16]=[CH:15][CH:14]=[CH:13][C:4]=1[CH:5]=[C:6]1[N:7]=[C:8]([CH3:12])[NH:17][C:10]1=[O:9]. (6) Given the reactants [CH3:1][O:2][C:3]1[CH:8]=[CH:7][C:6]([Mg]Br)=[CH:5][CH:4]=1.CON(C)[C:14]([C:16]1[S:24][C:19]2=[CH:20][N:21]=[CH:22][CH:23]=[C:18]2[C:17]=1[NH:25][C:26](=[O:32])[O:27][C:28]([CH3:31])([CH3:30])[CH3:29])=[O:15], predict the reaction product. The product is: [CH3:1][O:2][C:3]1[CH:8]=[CH:7][C:6]([C:14]([C:16]2[S:24][C:19]3=[CH:20][N:21]=[CH:22][CH:23]=[C:18]3[C:17]=2[NH:25][C:26](=[O:32])[O:27][C:28]([CH3:30])([CH3:29])[CH3:31])=[O:15])=[CH:5][CH:4]=1.